Dataset: Full USPTO retrosynthesis dataset with 1.9M reactions from patents (1976-2016). Task: Predict the reactants needed to synthesize the given product. (1) Given the product [CH2:1]([O:8][C:9](=[O:20])[NH:10][C:11]1[S:12][C:13]([C:25]2[CH:24]=[CH:23][C:22]([F:21])=[CH:27][C:26]=2[F:28])=[CH:14][C:15]=1[C:16]([NH2:18])=[O:17])[C:2]1[CH:7]=[CH:6][CH:5]=[CH:4][CH:3]=1, predict the reactants needed to synthesize it. The reactants are: [CH2:1]([O:8][C:9](=[O:20])[NH:10][C:11]1[S:12][C:13](I)=[CH:14][C:15]=1[C:16]([NH2:18])=[O:17])[C:2]1[CH:7]=[CH:6][CH:5]=[CH:4][CH:3]=1.[F:21][C:22]1[CH:27]=[C:26]([F:28])[CH:25]=[CH:24][C:23]=1B(O)O.C(=O)([O-])[O-].[Na+].[Na+]. (2) Given the product [Br:14][C:12]1[C:11]([CH3:15])=[C:7]([C:6]([OH:16])=[C:5]([C:1]([CH3:2])([CH3:3])[CH3:4])[CH:13]=1)[C:8]([NH:20][C:19]1[CH:21]=[CH:22][C:23]([Cl:25])=[CH:24][C:18]=1[Cl:17])=[O:10], predict the reactants needed to synthesize it. The reactants are: [C:1]([C:5]1[CH:13]=[C:12]([Br:14])[C:11]([CH3:15])=[C:7]([C:8]([OH:10])=O)[C:6]=1[OH:16])([CH3:4])([CH3:3])[CH3:2].[Cl:17][C:18]1[CH:24]=[C:23]([Cl:25])[CH:22]=[CH:21][C:19]=1[NH2:20]. (3) Given the product [N+:19]([C:18]1[CH:17]=[CH:16][CH:15]=[C:14]([N+:22]([O-:24])=[O:23])[C:13]=1[NH:1][CH2:2][CH2:3][NH:4][C:5](=[O:11])[O:6][C:7]([CH3:8])([CH3:10])[CH3:9])([O-:21])=[O:20], predict the reactants needed to synthesize it. The reactants are: [NH2:1][CH2:2][CH2:3][NH:4][C:5](=[O:11])[O:6][C:7]([CH3:10])([CH3:9])[CH3:8].Cl[C:13]1[C:18]([N+:19]([O-:21])=[O:20])=[CH:17][CH:16]=[CH:15][C:14]=1[N+:22]([O-:24])=[O:23].C(N(CC)CC)C. (4) Given the product [Br:1][C:2]1[CH:9]=[C:8]([CH3:10])[C:5]([C:6]([OH:15])=[O:12])=[C:4]([CH3:11])[CH:3]=1, predict the reactants needed to synthesize it. The reactants are: [Br:1][C:2]1[CH:9]=[C:8]([CH3:10])[C:5]([C:6]#N)=[C:4]([CH3:11])[CH:3]=1.[OH-:12].[Na+].C[OH:15]. (5) Given the product [CH:17]1([C:20]2[CH:25]=[CH:24][C:23]([O:1][CH2:2][C@H:3]3[C@H:8]([NH:9][C:10](=[O:16])[O:11][C:12]([CH3:13])([CH3:15])[CH3:14])[CH2:7][CH2:6][O:5][CH2:4]3)=[CH:22][CH:21]=2)[CH2:19][CH2:18]1, predict the reactants needed to synthesize it. The reactants are: [OH:1][CH2:2][C@H:3]1[C@H:8]([NH:9][C:10](=[O:16])[O:11][C:12]([CH3:15])([CH3:14])[CH3:13])[CH2:7][CH2:6][O:5][CH2:4]1.[CH:17]1([C:20]2[CH:25]=[CH:24][C:23](O)=[CH:22][CH:21]=2)[CH2:19][CH2:18]1.C1CCN(C(N=NC(N2CCCCC2)=O)=O)CC1.P(CCCC)(CCCC)CCCC. (6) Given the product [C:23]([Si:20]([CH3:22])([CH3:21])[O:19][C@@H:14]1[C:15]2[C:11](=[C:10]([C:7]([F:9])([F:8])[CH2:6][OH:5])[CH:18]=[CH:17][CH:16]=2)[CH2:12][CH2:13]1)([CH3:26])([CH3:25])[CH3:24], predict the reactants needed to synthesize it. The reactants are: [BH4-].[Na+].C([O:5][C:6](=O)[C:7]([C:10]1[CH:18]=[CH:17][CH:16]=[C:15]2[C:11]=1[CH2:12][CH2:13][C@@H:14]2[O:19][Si:20]([C:23]([CH3:26])([CH3:25])[CH3:24])([CH3:22])[CH3:21])([F:9])[F:8])C. (7) Given the product [CH3:21][N:22]([CH3:30])[C:23]([C@H:25]1[CH2:29][CH2:28][CH2:27][N:26]1[C:12]([C:10]1[CH:9]=[N:8][C:7]([N:15]2[CH2:18][C:17]([F:20])([F:19])[CH2:16]2)=[C:6]([O:5][CH2:4][CH:1]2[CH2:2][CH2:3]2)[N:11]=1)=[O:14])=[S:24], predict the reactants needed to synthesize it. The reactants are: [CH:1]1([CH2:4][O:5][C:6]2[N:11]=[C:10]([C:12]([OH:14])=O)[CH:9]=[N:8][C:7]=2[N:15]2[CH2:18][C:17]([F:20])([F:19])[CH2:16]2)[CH2:3][CH2:2]1.[CH3:21][N:22]([CH3:30])[C:23]([C@H:25]1[CH2:29][CH2:28][CH2:27][NH:26]1)=[S:24]. (8) Given the product [F:22][C:2]([F:1])([F:21])[C:3]1[C:16]2[C:7](=[CH:8][C:9]3[CH2:10][CH2:11][CH:12]([CH3:19])[N:13]([CH2:26][C:27]([F:28])([F:29])[F:30])[C:14]=3[CH:15]=2)[NH:6][C:5](=[O:20])[CH:4]=1, predict the reactants needed to synthesize it. The reactants are: [F:1][C:2]([F:22])([F:21])[C:3]1[C:16]2[C:7](=[CH:8][C:9]3[CH2:10][CH2:11][CH:12]([CH3:19])[N:13](CC)[C:14]=3[CH:15]=2)[NH:6][C:5](=[O:20])[CH:4]=1.C(O[CH:26](O)[C:27]([F:30])([F:29])[F:28])C. (9) The reactants are: [NH2:1][C:2]1[CH:7]=[CH:6][C:5]([C:8]2[CH:13]=[CH:12][C:11]([C:14]([O:16]C)=[O:15])=[CH:10][CH:9]=2)=[CH:4][C:3]=1[NH:18][C:19](=[O:28])[C:20]1[CH:25]=[CH:24][C:23]([O:26][CH3:27])=[CH:22][CH:21]=1.[OH-].[Na+].O.Cl. Given the product [NH2:1][C:2]1[CH:7]=[CH:6][C:5]([C:8]2[CH:9]=[CH:10][C:11]([C:14]([OH:16])=[O:15])=[CH:12][CH:13]=2)=[CH:4][C:3]=1[NH:18][C:19](=[O:28])[C:20]1[CH:25]=[CH:24][C:23]([O:26][CH3:27])=[CH:22][CH:21]=1, predict the reactants needed to synthesize it. (10) The reactants are: C[O:2][C:3]([C:5]1[CH:6]=[N:7][N:8]2[C:13]([C:14](=[O:33])[NH:15][C@@H:16]3[C:24]4[C:19](=[C:20]([CH3:32])[C:21]([C:25]([O:27][C:28]([CH3:31])([CH3:30])[CH3:29])=[O:26])=[CH:22][CH:23]=4)[CH2:18][CH2:17]3)=[CH:12][C:11]([C:34](=[O:45])[NH:35][CH2:36][C:37]3[CH:42]=[CH:41][C:40]([F:43])=[C:39]([F:44])[CH:38]=3)=[N:10][C:9]=12)=O.[NH3:46]. Given the product [C:28]([O:27][C:25]([C:21]1[C:20]([CH3:32])=[C:19]2[C:24](=[CH:23][CH:22]=1)[C@@H:16]([NH:15][C:14]([C:13]1[N:8]3[N:7]=[CH:6][C:5]([C:3](=[O:2])[NH2:46])=[C:9]3[N:10]=[C:11]([C:34](=[O:45])[NH:35][CH2:36][C:37]3[CH:42]=[CH:41][C:40]([F:43])=[C:39]([F:44])[CH:38]=3)[CH:12]=1)=[O:33])[CH2:17][CH2:18]2)=[O:26])([CH3:29])([CH3:31])[CH3:30], predict the reactants needed to synthesize it.